This data is from Full USPTO retrosynthesis dataset with 1.9M reactions from patents (1976-2016). The task is: Predict the reactants needed to synthesize the given product. (1) Given the product [F:22][C:23]1[CH:24]=[C:25]([C:2]2[N:7]=[C:6]3[N:8]([CH2:11][C:12]4[CH:13]=[C:14]5[C:19](=[CH:20][CH:21]=4)[N:18]=[CH:17][CH:16]=[CH:15]5)[N:9]=[N:10][C:5]3=[CH:4][CH:3]=2)[CH:26]=[C:27]([F:33])[C:28]=1[C:29]([O:31][CH3:32])=[O:30], predict the reactants needed to synthesize it. The reactants are: Cl[C:2]1[N:7]=[C:6]2[N:8]([CH2:11][C:12]3[CH:13]=[C:14]4[C:19](=[CH:20][CH:21]=3)[N:18]=[CH:17][CH:16]=[CH:15]4)[N:9]=[N:10][C:5]2=[CH:4][CH:3]=1.[F:22][C:23]1[CH:24]=[C:25](B(O)O)[CH:26]=[C:27]([F:33])[C:28]=1[C:29]([O:31][CH3:32])=[O:30].C([O-])(=O)C.[K+]. (2) Given the product [CH2:1]([O:8][C:9]1[CH:18]=[C:17]2[C:12]([C:13]([Cl:24])=[N:14][CH:15]=[N:16]2)=[CH:11][C:10]=1[O:20][CH3:21])[C:2]1[CH:7]=[CH:6][CH:5]=[CH:4][CH:3]=1, predict the reactants needed to synthesize it. The reactants are: [CH2:1]([O:8][C:9]1[CH:18]=[C:17]2[C:12]([C:13](=O)[NH:14][CH:15]=[N:16]2)=[CH:11][C:10]=1[O:20][CH3:21])[C:2]1[CH:7]=[CH:6][CH:5]=[CH:4][CH:3]=1.S(Cl)([Cl:24])=O. (3) Given the product [Br:9][C:6]1[S:5][C:4]([C:1]([OH:3])([CH3:10])[CH3:2])=[CH:8][CH:7]=1, predict the reactants needed to synthesize it. The reactants are: [C:1]([C:4]1[S:5][C:6]([Br:9])=[CH:7][CH:8]=1)(=[O:3])[CH3:2].[CH3:10][Mg]Br.C1(C)C=CC=CC=1.C1COCC1. (4) Given the product [CH3:14][O:13][C:6]1[CH:5]=[C:4]([N+:1]([O-:3])=[O:2])[CH:9]=[C:8]([S:16][CH3:15])[CH:7]=1, predict the reactants needed to synthesize it. The reactants are: [N+:1]([C:4]1[CH:5]=[C:6]([O:13][CH3:14])[CH:7]=[C:8]([N+]([O-])=O)[CH:9]=1)([O-:3])=[O:2].[CH3:15][S:16][Si](C)(C)C.C(=O)([O-])[O-].[Cs+].[Cs+]. (5) Given the product [Br:1][C:2]1[CH:3]=[C:4]([CH:15]([CH2:21][CH:22]([CH3:23])[CH3:24])[C:16]([O:18][CH2:19][CH3:20])=[O:17])[CH:5]=[C:6]([S:9](=[O:13])(=[O:14])[N:10]([CH3:12])[CH3:11])[C:7]=1[O:8][CH2:34][CH:31]1[CH2:33][CH2:32]1, predict the reactants needed to synthesize it. The reactants are: [Br:1][C:2]1[CH:3]=[C:4]([CH:15]([CH2:21][CH:22]([CH3:24])[CH3:23])[C:16]([O:18][CH2:19][CH3:20])=[O:17])[CH:5]=[C:6]([S:9](=[O:14])(=[O:13])[N:10]([CH3:12])[CH3:11])[C:7]=1[OH:8].C([O-])([O-])=O.[K+].[K+].[CH:31]1([CH2:34]Br)[CH2:33][CH2:32]1. (6) Given the product [N:21]12[CH2:20][C@@H:19]([NH:18][C:12]([C:8]3[CH:9]=[CH:10][CH:11]=[C:5]4[O:4][C:3]([N:2]([CH3:1])[CH3:15])=[N:7][C:6]=34)=[O:14])[CH:24]([CH2:25][CH2:26]1)[CH2:23][CH2:22]2, predict the reactants needed to synthesize it. The reactants are: [CH3:1][N:2]([CH3:15])[C:3]1[O:4][C:5]2[C:6](=[C:8]([C:12]([OH:14])=O)[CH:9]=[CH:10][CH:11]=2)[N:7]=1.Cl.Cl.[NH2:18][C@H:19]1[CH:24]2[CH2:25][CH2:26][N:21]([CH2:22][CH2:23]2)[CH2:20]1. (7) Given the product [Cl:24][C:20]1[CH:19]=[C:18]([NH:17][C:16]([N:13]2[CH2:14][CH2:15][C:10]3[NH:9][N:8]=[C:7]([C:32]4[CH:33]=[CH:34][C:29]([F:28])=[CH:30][CH:31]=4)[C:11]=3[CH2:12]2)=[O:25])[CH:23]=[CH:22][CH:21]=1, predict the reactants needed to synthesize it. The reactants are: FC(F)(F)S(O[C:7]1[C:11]2[CH2:12][N:13]([C:16](=[O:25])[NH:17][C:18]3[CH:23]=[CH:22][CH:21]=[C:20]([Cl:24])[CH:19]=3)[CH2:14][CH2:15][C:10]=2[NH:9][N:8]=1)(=O)=O.[F:28][C:29]1[CH:34]=[CH:33][C:32](B(O)O)=[CH:31][CH:30]=1.[O-]P([O-])([O-])=O.[K+].[K+].[K+].O. (8) Given the product [CH3:1][OH:2].[C:3]1([CH3:1])[CH:8]=[CH:7][CH:6]=[CH:5][CH:4]=1.[CH3:1][CH2:3][CH2:8][CH2:7][CH2:6][CH2:5][CH3:4], predict the reactants needed to synthesize it. The reactants are: [CH3:1][OH:2].[CH2:3]1[CH2:8][CH2:7][CH2:6][CH2:5][CH2:4]1. (9) Given the product [CH3:12][C@@H:4]1[CH2:3][C@@H:2]([NH:24][C:25]2[CH:30]=[CH:29][CH:28]=[CH:27][CH:26]=2)[CH2:6][C@@H:5]1[C:7]([O:9][CH2:10][CH3:11])=[O:8].[CH3:12][C@H:4]1[CH2:3][C@H:2]([NH:24][C:25]2[CH:30]=[CH:29][CH:28]=[CH:27][CH:26]=2)[CH2:6][C@H:5]1[C:7]([O:9][CH2:10][CH3:11])=[O:8].[NH2:24][C:25]1[CH:30]=[CH:29][CH:28]=[CH:27][CH:26]=1, predict the reactants needed to synthesize it. The reactants are: O[CH:2]1[CH2:6][CH:5]([C:7]([O:9][CH2:10][CH3:11])=[O:8])[CH:4]([CH3:12])[CH2:3]1.N1C=CC=CC=1.CS(Cl)(=O)=O.[NH2:24][C:25]1[CH:30]=[CH:29][CH:28]=[CH:27][CH:26]=1.